This data is from NCI-60 drug combinations with 297,098 pairs across 59 cell lines. The task is: Regression. Given two drug SMILES strings and cell line genomic features, predict the synergy score measuring deviation from expected non-interaction effect. (1) Synergy scores: CSS=7.94, Synergy_ZIP=0.443, Synergy_Bliss=-1.70, Synergy_Loewe=-26.8, Synergy_HSA=-9.16. Cell line: COLO 205. Drug 2: C1C(C(OC1N2C=NC(=NC2=O)N)CO)O. Drug 1: C1CCC(C1)C(CC#N)N2C=C(C=N2)C3=C4C=CNC4=NC=N3. (2) Drug 1: CC1=C2C(C(=O)C3(C(CC4C(C3C(C(C2(C)C)(CC1OC(=O)C(C(C5=CC=CC=C5)NC(=O)OC(C)(C)C)O)O)OC(=O)C6=CC=CC=C6)(CO4)OC(=O)C)OC)C)OC. Drug 2: CC(C1=C(C=CC(=C1Cl)F)Cl)OC2=C(N=CC(=C2)C3=CN(N=C3)C4CCNCC4)N. Cell line: UACC62. Synergy scores: CSS=36.2, Synergy_ZIP=-5.57, Synergy_Bliss=-3.49, Synergy_Loewe=-20.6, Synergy_HSA=-2.66. (3) Drug 1: CCC1=C2CN3C(=CC4=C(C3=O)COC(=O)C4(CC)O)C2=NC5=C1C=C(C=C5)O. Drug 2: C1=CN(C=N1)CC(O)(P(=O)(O)O)P(=O)(O)O. Cell line: MOLT-4. Synergy scores: CSS=71.9, Synergy_ZIP=-0.283, Synergy_Bliss=-0.842, Synergy_Loewe=-53.8, Synergy_HSA=-3.54. (4) Drug 1: CC1C(C(=O)NC(C(=O)N2CCCC2C(=O)N(CC(=O)N(C(C(=O)O1)C(C)C)C)C)C(C)C)NC(=O)C3=C4C(=C(C=C3)C)OC5=C(C(=O)C(=C(C5=N4)C(=O)NC6C(OC(=O)C(N(C(=O)CN(C(=O)C7CCCN7C(=O)C(NC6=O)C(C)C)C)C)C(C)C)C)N)C. Synergy scores: CSS=1.24, Synergy_ZIP=-0.0354, Synergy_Bliss=-0.257, Synergy_Loewe=-9.21, Synergy_HSA=-3.62. Cell line: NCI/ADR-RES. Drug 2: CS(=O)(=O)OCCCCOS(=O)(=O)C. (5) Drug 1: CC1=CC2C(CCC3(C2CCC3(C(=O)C)OC(=O)C)C)C4(C1=CC(=O)CC4)C. Drug 2: C1C(C(OC1N2C=NC(=NC2=O)N)CO)O. Cell line: HOP-62. Synergy scores: CSS=8.21, Synergy_ZIP=-0.522, Synergy_Bliss=5.01, Synergy_Loewe=-12.7, Synergy_HSA=-0.254. (6) Drug 1: CC1=C(C=C(C=C1)NC2=NC=CC(=N2)N(C)C3=CC4=NN(C(=C4C=C3)C)C)S(=O)(=O)N.Cl. Drug 2: CCC1(CC2CC(C3=C(CCN(C2)C1)C4=CC=CC=C4N3)(C5=C(C=C6C(=C5)C78CCN9C7C(C=CC9)(C(C(C8N6C=O)(C(=O)OC)O)OC(=O)C)CC)OC)C(=O)OC)O.OS(=O)(=O)O. Cell line: PC-3. Synergy scores: CSS=40.4, Synergy_ZIP=8.73, Synergy_Bliss=8.10, Synergy_Loewe=-10.2, Synergy_HSA=6.43.